The task is: Predict which catalyst facilitates the given reaction.. This data is from Catalyst prediction with 721,799 reactions and 888 catalyst types from USPTO. (1) Reactant: [CH:1]1([CH2:6][CH:7]([N:11]2[C:16](=[O:17])[CH:15]=[C:14]([N:18]([CH3:25])[C:19]3[CH:24]=[CH:23][CH:22]=[CH:21][CH:20]=3)[CH:13]=[N:12]2)[C:8](O)=[O:9])[CH2:5][CH2:4][CH2:3][CH2:2]1.CN(C)CCCN=C=NCC.ON1C2C=CC=CC=2N=N1.[NH2:47][C:48]1[CH:52]=[CH:51][N:50]([CH2:53][C:54]([CH3:57])([OH:56])[CH3:55])[N:49]=1. Product: [CH:1]1([CH2:6][CH:7]([N:11]2[C:16](=[O:17])[CH:15]=[C:14]([N:18]([CH3:25])[C:19]3[CH:20]=[CH:21][CH:22]=[CH:23][CH:24]=3)[CH:13]=[N:12]2)[C:8]([NH:47][C:48]2[CH:52]=[CH:51][N:50]([CH2:53][C:54]([OH:56])([CH3:55])[CH3:57])[N:49]=2)=[O:9])[CH2:2][CH2:3][CH2:4][CH2:5]1. The catalyst class is: 2. (2) Reactant: [C:1]([O:5][C:6]([N:8]1[CH2:12][C@@H:11]([CH3:13])[CH2:10][C@@H:9]1[C:14]([OH:16])=[O:15])=[O:7])([CH3:4])([CH3:3])[CH3:2].CI.[C:19](=O)([O-])[O-].[K+].[K+]. Product: [C:1]([O:5][C:6]([N:8]1[CH2:12][C@@H:11]([CH3:13])[CH2:10][C@@H:9]1[C:14]([O:16][CH3:19])=[O:15])=[O:7])([CH3:2])([CH3:3])[CH3:4]. The catalyst class is: 10. (3) Reactant: [CH3:1][C:2]1[CH:3]=[C:4]([CH2:14]O)[CH:5]=[N:6][C:7]=1[O:8][CH2:9][C:10]([F:13])([F:12])[F:11].S(Cl)([Cl:18])=O. Product: [Cl:18][CH2:14][C:4]1[CH:3]=[C:2]([CH3:1])[C:7]([O:8][CH2:9][C:10]([F:13])([F:12])[F:11])=[N:6][CH:5]=1. The catalyst class is: 2. (4) Reactant: [NH2:1][C:2]1[C:7]([CH3:8])=[C:6]([CH3:9])[C:5](Br)=[CH:4][N:3]=1.[CH3:11]B1OB(C)OB(C)O1.C([O-])([O-])=O.[K+].[K+]. Product: [NH2:1][C:2]1[C:7]([CH3:8])=[C:6]([CH3:9])[C:5]([CH3:11])=[CH:4][N:3]=1. The catalyst class is: 3. (5) Reactant: [CH2:1]([N:5]([CH2:22][CH2:23][CH2:24][CH3:25])[C:6]1[CH:11]=[CH:10][C:9]([CH:12]=[CH:13][C:14]2[S:18][C:17]([CH:19]=[O:20])=[CH:16][CH:15]=2)=[C:8]([OH:21])[CH:7]=1)[CH2:2][CH2:3][CH3:4].[CH2:26]([CH:28]1[O:30][CH2:29]1)Br.C(=O)([O-])[O-].[K+].[K+].O. Product: [CH2:22]([N:5]([CH2:1][CH2:2][CH2:3][CH3:4])[C:6]1[CH:11]=[CH:10][C:9]([CH:12]=[CH:13][C:14]2[S:18][C:17]([CH:19]=[O:20])=[CH:16][CH:15]=2)=[C:8]([O:21][CH2:26][CH:28]2[CH2:29][O:30]2)[CH:7]=1)[CH2:23][CH2:24][CH3:25]. The catalyst class is: 435. (6) Reactant: [CH:1]1([C:4]([N:6]2[CH2:10][CH2:9][C@@H:8]([CH2:11][NH:12][C:13]3[CH:18]=[C:17]([CH3:19])[CH:16]=[CH:15][C:14]=3[N+:20]([O-])=O)[CH2:7]2)=[O:5])[CH2:3][CH2:2]1.O.O.Cl[Sn]Cl.C([O-])([O-])=O.[Na+].[Na+]. Product: [CH:1]1([C:4]([N:6]2[CH2:10][CH2:9][C@@H:8]([CH2:11][NH:12][C:13]3[C:14]([NH2:20])=[CH:15][CH:16]=[C:17]([CH3:19])[CH:18]=3)[CH2:7]2)=[O:5])[CH2:3][CH2:2]1. The catalyst class is: 24. (7) Reactant: [OH-].[K+].ClC1C(F)=C[C:7]([O:8]CC2(C)COC(C)(C)O2)=[C:6]([N+]([O-])=O)C=1.S(S([O-])=O)([O-])=O.[Na+].[Na+].[NH2:32][C:33]1[C:38]([O:39][CH2:40][C:41]2([CH3:48])[CH2:45][O:44][C:43]([CH3:47])([CH3:46])[O:42]2)=[CH:37][C:36]([OH:49])=[C:35]([Cl:50])[CH:34]=1.C(OC(=O)C)(=O)C. Product: [Cl:50][C:35]1[C:36]([OH:49])=[CH:37][C:38]([O:39][CH2:40][C:41]2([CH3:48])[CH2:45][O:44][C:43]([CH3:47])([CH3:46])[O:42]2)=[C:33]([NH:32][C:7](=[O:8])[CH3:6])[CH:34]=1. The catalyst class is: 145. (8) Reactant: [F:1][C:2]([F:21])([F:20])[C:3]1[CH:4]=[C:5]([C:9]2[CH:18]=[CH:17][C:16]3[C:11](=[C:12]([NH2:19])[CH:13]=[CH:14][CH:15]=3)[N:10]=2)[CH:6]=[CH:7][CH:8]=1.[N:22]1[CH:27]=[CH:26][CH:25]=[C:24]([CH:28]=O)[CH:23]=1.C(O)(=O)C.[BH3-]C#N.[Na+]. Product: [N:22]1[CH:27]=[CH:26][CH:25]=[C:24]([CH2:28][NH:19][C:12]2[CH:13]=[CH:14][CH:15]=[C:16]3[C:11]=2[N:10]=[C:9]([C:5]2[CH:6]=[CH:7][CH:8]=[C:3]([C:2]([F:1])([F:20])[F:21])[CH:4]=2)[CH:18]=[CH:17]3)[CH:23]=1. The catalyst class is: 5. (9) The catalyst class is: 6. Product: [OH:21][CH2:20][CH2:19][CH2:18][C:15]1[CH:16]=[CH:17][C:12]([C:9]2[CH:10]=[CH:11][C:6]([CH2:5][CH2:4][CH2:3][OH:2])=[CH:7][C:8]=2[C:28]([F:29])([F:30])[F:31])=[C:13]([C:24]([F:25])([F:26])[F:27])[CH:14]=1. Reactant: C[O:2][C:3](=O)[CH:4]=[CH:5][C:6]1[CH:11]=[CH:10][C:9]([C:12]2[CH:17]=[CH:16][C:15]([CH:18]=[CH:19][C:20](OC)=[O:21])=[CH:14][C:13]=2[C:24]([F:27])([F:26])[F:25])=[C:8]([C:28]([F:31])([F:30])[F:29])[CH:7]=1.[BH4-].[Na+]. (10) Reactant: [Cl:1][C:2]1[CH:7]=[CH:6][C:5]([O:8]C)=[CH:4][C:3]=1[C:10]1[C:34]([CH3:35])=[CH:33][C:13]2[N:14]=[C:15]([NH:18][C:19]3[CH:24]=[CH:23][C:22]([O:25][CH2:26][CH2:27][N:28]4[CH2:32][CH2:31][CH2:30][CH2:29]4)=[CH:21][CH:20]=3)[N:16]=[N:17][C:12]=2[CH:11]=1.B(Br)(Br)Br. Product: [Cl:1][C:2]1[CH:7]=[CH:6][C:5]([OH:8])=[CH:4][C:3]=1[C:10]1[C:34]([CH3:35])=[CH:33][C:13]2[N:14]=[C:15]([NH:18][C:19]3[CH:24]=[CH:23][C:22]([O:25][CH2:26][CH2:27][N:28]4[CH2:32][CH2:31][CH2:30][CH2:29]4)=[CH:21][CH:20]=3)[N:16]=[N:17][C:12]=2[CH:11]=1. The catalyst class is: 2.